Dataset: Full USPTO retrosynthesis dataset with 1.9M reactions from patents (1976-2016). Task: Predict the reactants needed to synthesize the given product. (1) Given the product [NH2:1][C:4]1[CH:32]=[CH:31][C:7]([CH2:8][N:9]([CH:23]2[CH2:29][CH2:28][CH2:27][CH2:26][NH:25][C:24]2=[O:30])[S:10]([C:13]2[CH:14]=[CH:15][C:16]([C:19]([F:22])([F:20])[F:21])=[CH:17][CH:18]=2)(=[O:12])=[O:11])=[CH:6][CH:5]=1, predict the reactants needed to synthesize it. The reactants are: [N+:1]([C:4]1[CH:32]=[CH:31][C:7]([CH2:8][N:9]([CH:23]2[CH2:29][CH2:28][CH2:27][CH2:26][NH:25][C:24]2=[O:30])[S:10]([C:13]2[CH:18]=[CH:17][C:16]([C:19]([F:22])([F:21])[F:20])=[CH:15][CH:14]=2)(=[O:12])=[O:11])=[CH:6][CH:5]=1)([O-])=O. (2) Given the product [CH3:40][C:37]1[O:36][C:35]([C:32]2[CH:31]=[CH:30][C:29]([O:1][C:2]3[CH:3]=[C:4]([CH:9]=[C:10]([O:12][CH:13]4[CH2:17][CH2:16][N:15]([CH3:18])[C:14]4=[O:19])[CH:11]=3)[C:5]([O:7][CH3:8])=[O:6])=[CH:34][CH:33]=2)=[N:39][N:38]=1, predict the reactants needed to synthesize it. The reactants are: [OH:1][C:2]1[CH:3]=[C:4]([CH:9]=[C:10]([O:12][CH:13]2[CH2:17][CH2:16][N:15]([CH3:18])[C:14]2=[O:19])[CH:11]=1)[C:5]([O:7][CH3:8])=[O:6].Cl.CN(C)CC(O)=O.I[C:29]1[CH:34]=[CH:33][C:32]([C:35]2[O:36][C:37]([CH3:40])=[N:38][N:39]=2)=[CH:31][CH:30]=1.